Dataset: Reaction yield outcomes from USPTO patents with 853,638 reactions. Task: Predict the reaction yield, written as a fraction of the theoretical maximum amount of product (1.0 means a 100% yield; for example, 0.34 means a 34% yield). (1) The reactants are C1(S([N:10]2[CH:14]=[C:13]([C:15]([C:17]3[CH:22]=[C:21]([O:23][CH3:24])[C:20]([O:25][CH3:26])=[C:19]([O:27][CH3:28])[CH:18]=3)=[O:16])[N:12]=[C:11]2[C:29]2[C:37]3[C:32](=[CH:33][CH:34]=[CH:35][CH:36]=3)[N:31](S(C3C=CC=CC=3)(=O)=O)[CH:30]=2)(=O)=O)C=CC=CC=1.[OH-].[Na+]. The catalyst is C(O)C.O. The product is [NH:31]1[C:32]2[C:37](=[CH:36][CH:35]=[CH:34][CH:33]=2)[C:29]([C:11]2[NH:10][CH:14]=[C:13]([C:15]([C:17]3[CH:22]=[C:21]([O:23][CH3:24])[C:20]([O:25][CH3:26])=[C:19]([O:27][CH3:28])[CH:18]=3)=[O:16])[N:12]=2)=[CH:30]1. The yield is 0.600. (2) The reactants are [C:1]1(=[O:15])[C:10]2[C:5]3=[C:6]([CH2:11][CH2:12][CH2:13][N:4]3[C:3](=[O:14])[NH:2]1)[CH:7]=[CH:8][CH:9]=2.CS(O[CH2:21][CH2:22][CH2:23][C@@H:24]1[O:28][C:27](=[O:29])[N:26]([C:30]2[CH:31]=[CH:32][C:33]3[S:38][CH2:37][C:36](=[O:39])[NH:35][C:34]=3[CH:40]=2)[CH2:25]1)(=O)=O. No catalyst specified. The product is [O:29]=[C:27]1[N:26]([C:30]2[CH:31]=[CH:32][C:33]3[S:38][CH2:37][C:36](=[O:39])[NH:35][C:34]=3[CH:40]=2)[CH2:25][C@H:24]([CH2:23][CH2:22][CH2:21][N:2]2[C:1](=[O:15])[C:10]3[C:5]4=[C:6]([CH2:11][CH2:12][CH2:13][N:4]4[C:3]2=[O:14])[CH:7]=[CH:8][CH:9]=3)[O:28]1. The yield is 0.250. (3) The reactants are FC(F)(F)C1C=C(NC(=O)NC2C=CC(C3SC(CCC(OC)=O)=NC=3)=CC=2)C=CC=1.[NH2:32][C:33]1[CH:38]=[CH:37][C:36]([C:39]2[S:43][C:42]([CH2:44][CH2:45][C:46]([CH3:52])([CH3:51])[C:47]([O:49][CH3:50])=[O:48])=[N:41][CH:40]=2)=[CH:35][CH:34]=1.[Cl:53][C:54]1[CH:59]=[CH:58][C:57]([N:60]=[C:61]=[O:62])=[C:56]([O:63][C:64]2[CH:69]=[CH:68][CH:67]=[CH:66][CH:65]=2)[CH:55]=1. No catalyst specified. The product is [Cl:53][C:54]1[CH:59]=[CH:58][C:57]([NH:60][C:61](=[O:62])[NH:32][C:33]2[CH:34]=[CH:35][C:36]([C:39]3[S:43][C:42]([CH2:44][CH2:45][C:46]([CH3:52])([CH3:51])[C:47]([O:49][CH3:50])=[O:48])=[N:41][CH:40]=3)=[CH:37][CH:38]=2)=[C:56]([O:63][C:64]2[CH:65]=[CH:66][CH:67]=[CH:68][CH:69]=2)[CH:55]=1. The yield is 0.800. (4) The reactants are Br[C:2]1[CH:3]=[CH:4][C:5]2[S:9][N:8]=[CH:7][C:6]=2[CH:10]=1.[C:11]([O-:14])(=[O:13])C.[Na+].[CH3:16]N(C=O)C. The catalyst is CO.Cl[Pd]Cl. The product is [S:9]1[C:5]2[CH:4]=[CH:3][C:2]([C:11]([O:14][CH3:16])=[O:13])=[CH:10][C:6]=2[CH:7]=[N:8]1. The yield is 0.0500. (5) The reactants are O=C1CCC(=O)N1O[C:9]([NH:11][C:12]1[CH:28]=[CH:27][C:15]([O:16][CH2:17][CH2:18][NH:19]C(=O)OC(C)(C)C)=[C:14]([C:29]2[N:33]([CH3:34])[N:32]=[CH:31][CH:30]=2)[CH:13]=1)=[O:10].CN(C)C=O.[CH2:40]1[C:49]2[C:44](=[CH:45][CH:46]=[CH:47][CH:48]=2)[CH2:43][CH2:42][NH:41]1.Cl.CCOCC. The catalyst is Cl. The product is [NH2:19][CH2:18][CH2:17][O:16][C:15]1[CH:27]=[CH:28][C:12]([NH:11][C:9]([N:41]2[CH2:42][CH2:43][C:44]3[C:49](=[CH:48][CH:47]=[CH:46][CH:45]=3)[CH2:40]2)=[O:10])=[CH:13][C:14]=1[C:29]1[N:33]([CH3:34])[N:32]=[CH:31][CH:30]=1. The yield is 0.429. (6) The reactants are Br[CH2:2][CH2:3][C:4]1[CH:9]=[CH:8][C:7]2[C:10]3[C:15]([NH:16][C:17]4[CH:22]=[CH:21][C:20]([O:23][CH2:24][C:25]5[CH:30]=[CH:29][CH:28]=[C:27]([F:31])[CH:26]=5)=[C:19]([Cl:32])[CH:18]=4)=[N:14][CH:13]=[N:12][C:11]=3[S:33][C:6]=2[CH:5]=1.[I-].[Na+].C(=O)([O-])[O-].[Na+].[Na+].[NH:42]1[CH:46]=[CH:45][N:44]=[CH:43]1. The catalyst is CN(C=O)C. The product is [Cl:32][C:19]1[CH:18]=[C:17]([NH:16][C:15]2[C:10]3[C:7]4[CH:8]=[CH:9][C:4]([CH2:3][CH2:2][N:42]5[CH:46]=[CH:45][N:44]=[CH:43]5)=[CH:5][C:6]=4[S:33][C:11]=3[N:12]=[CH:13][N:14]=2)[CH:22]=[CH:21][C:20]=1[O:23][CH2:24][C:25]1[CH:30]=[CH:29][CH:28]=[C:27]([F:31])[CH:26]=1. The yield is 0.450. (7) The reactants are [NH2:1][C:2]1[CH:11]=[CH:10][CH:9]=[C:8]2[C:3]=1[CH:4]=[CH:5][N:6]=[CH:7]2.[Cl-].[Cl-].[Cl-].[Al+3].[Br:16]Br.[OH-].[Na+]. The catalyst is C(OCC)(=O)C. The product is [Br:16][C:9]1[C:8]2[CH:7]=[N:6][CH:5]=[CH:4][C:3]=2[C:2]([NH2:1])=[CH:11][CH:10]=1. The yield is 0.350. (8) The yield is 0.250. The product is [ClH:18].[NH2:12][CH2:11][C@:5]1([CH2:4][C:3]([OH:17])=[O:2])[CH2:9][CH2:8][C@@H:7]([CH3:10])[CH2:6]1. The reactants are C[O:2][C:3](=[O:17])[CH2:4][C@@:5]1([CH2:11][NH:12]C(OC)=O)[CH2:9][CH2:8][C@@H:7]([CH3:10])[CH2:6]1.[ClH:18]. The catalyst is O1CCOCC1.O. (9) The yield is 0.760. The catalyst is C(OCC)(=O)C.[Pd].O. The reactants are [N+:1]([C:4]1[CH:20]=[CH:19][C:7]([C:8]([NH:10][C:11]([CH2:14][C:15]([CH3:18])([CH3:17])[CH3:16])([CH3:13])[CH3:12])=[O:9])=[CH:6][CH:5]=1)([O-])=O.[H][H]. The product is [NH2:1][C:4]1[CH:20]=[CH:19][C:7]([C:8]([NH:10][C:11]([CH2:14][C:15]([CH3:18])([CH3:17])[CH3:16])([CH3:12])[CH3:13])=[O:9])=[CH:6][CH:5]=1. (10) The reactants are Cl[CH2:2][C:3]1[O:4][CH:5]=[C:6]([CH3:8])[N:7]=1.[C-:9]#[N:10].[K+]. The catalyst is CC#N.O. The product is [CH3:8][C:6]1[N:7]=[C:3]([CH2:2][C:9]#[N:10])[O:4][CH:5]=1. The yield is 0.200.